Task: Regression. Given two drug SMILES strings and cell line genomic features, predict the synergy score measuring deviation from expected non-interaction effect.. Dataset: NCI-60 drug combinations with 297,098 pairs across 59 cell lines (1) Drug 1: COC1=C2C(=CC3=C1OC=C3)C=CC(=O)O2. Drug 2: C(CN)CNCCSP(=O)(O)O. Cell line: NCI-H322M. Synergy scores: CSS=18.4, Synergy_ZIP=5.00, Synergy_Bliss=7.01, Synergy_Loewe=-0.384, Synergy_HSA=6.37. (2) Drug 1: CN(C)C1=NC(=NC(=N1)N(C)C)N(C)C. Cell line: MDA-MB-231. Drug 2: COC1=NC(=NC2=C1N=CN2C3C(C(C(O3)CO)O)O)N. Synergy scores: CSS=-10.1, Synergy_ZIP=5.52, Synergy_Bliss=3.77, Synergy_Loewe=-9.12, Synergy_HSA=-8.02. (3) Drug 1: C1=CC(=CC=C1C#N)C(C2=CC=C(C=C2)C#N)N3C=NC=N3. Drug 2: CCC(=C(C1=CC=CC=C1)C2=CC=C(C=C2)OCCN(C)C)C3=CC=CC=C3.C(C(=O)O)C(CC(=O)O)(C(=O)O)O. Cell line: SNB-19. Synergy scores: CSS=-0.853, Synergy_ZIP=-1.08, Synergy_Bliss=-0.698, Synergy_Loewe=-2.95, Synergy_HSA=-2.92. (4) Drug 2: COCCOC1=C(C=C2C(=C1)C(=NC=N2)NC3=CC=CC(=C3)C#C)OCCOC.Cl. Cell line: NCI-H522. Drug 1: CC1=C2C(C(=O)C3(C(CC4C(C3C(C(C2(C)C)(CC1OC(=O)C(C(C5=CC=CC=C5)NC(=O)C6=CC=CC=C6)O)O)OC(=O)C7=CC=CC=C7)(CO4)OC(=O)C)O)C)OC(=O)C. Synergy scores: CSS=34.7, Synergy_ZIP=-1.56, Synergy_Bliss=-1.40, Synergy_Loewe=-0.605, Synergy_HSA=-0.0359.